Task: Predict which catalyst facilitates the given reaction.. Dataset: Catalyst prediction with 721,799 reactions and 888 catalyst types from USPTO (1) Reactant: CC(OI1(OC(C)=O)(OC(C)=O)OC(=O)C2C=CC=CC1=2)=[O:3].[O:23]1[C:27]2[CH:28]=[CH:29][C:30]([CH:32]([C:34]3([C:40]4[CH:41]=[C:42]([C:46]5[CH:51]=[CH:50][CH:49]=[C:48]([O:52][CH3:53])[CH:47]=5)[CH:43]=[CH:44][CH:45]=4)SCCCS3)[OH:33])=[CH:31][C:26]=2[CH2:25][CH2:24]1.C(O)(C)(C)C.S([O-])([O-])(=O)=S.[Na+].[Na+].C(=O)([O-])O.[Na+]. Product: [O:23]1[C:27]2[CH:28]=[CH:29][C:30]([C:32](=[O:33])[C:34]([C:40]3[CH:41]=[C:42]([C:46]4[CH:51]=[CH:50][CH:49]=[C:48]([O:52][CH3:53])[CH:47]=4)[CH:43]=[CH:44][CH:45]=3)=[O:3])=[CH:31][C:26]=2[CH2:25][CH2:24]1. The catalyst class is: 4. (2) Reactant: C([O:3][C:4]([C:6]1[N:7]([CH2:38][C:39]2[CH:44]=[CH:43][CH:42]=[C:41]([Cl:45])[CH:40]=2)[C:8]2[C:13]([C:14]=1[N:15]([C:25](=[O:27])[CH3:26])[CH2:16][C:17]1[CH:22]=[CH:21][C:20]([O:23][CH3:24])=[CH:19][CH:18]=1)=[CH:12][C:11]([C:28]1[CH:33]=[CH:32][C:31]([O:34][CH:35]([CH3:37])[CH3:36])=[CH:30][CH:29]=1)=[CH:10][CH:9]=2)=[O:5])C.[OH-].[Na+]. Product: [C:25]([N:15]([CH2:16][C:17]1[CH:22]=[CH:21][C:20]([O:23][CH3:24])=[CH:19][CH:18]=1)[C:14]1[C:13]2[C:8](=[CH:9][CH:10]=[C:11]([C:28]3[CH:29]=[CH:30][C:31]([O:34][CH:35]([CH3:37])[CH3:36])=[CH:32][CH:33]=3)[CH:12]=2)[N:7]([CH2:38][C:39]2[CH:44]=[CH:43][CH:42]=[C:41]([Cl:45])[CH:40]=2)[C:6]=1[C:4]([OH:5])=[O:3])(=[O:27])[CH3:26]. The catalyst class is: 12.